Dataset: NCI-60 drug combinations with 297,098 pairs across 59 cell lines. Task: Regression. Given two drug SMILES strings and cell line genomic features, predict the synergy score measuring deviation from expected non-interaction effect. (1) Drug 1: C1=CC(=CC=C1CC(C(=O)O)N)N(CCCl)CCCl.Cl. Drug 2: N.N.Cl[Pt+2]Cl. Cell line: SF-268. Synergy scores: CSS=-4.19, Synergy_ZIP=-1.00, Synergy_Bliss=2.90, Synergy_Loewe=-3.87, Synergy_HSA=-3.04. (2) Drug 1: CC1C(C(=O)NC(C(=O)N2CCCC2C(=O)N(CC(=O)N(C(C(=O)O1)C(C)C)C)C)C(C)C)NC(=O)C3=C4C(=C(C=C3)C)OC5=C(C(=O)C(=C(C5=N4)C(=O)NC6C(OC(=O)C(N(C(=O)CN(C(=O)C7CCCN7C(=O)C(NC6=O)C(C)C)C)C)C(C)C)C)N)C. Drug 2: C1=NC(=NC(=O)N1C2C(C(C(O2)CO)O)O)N. Cell line: M14. Synergy scores: CSS=4.69, Synergy_ZIP=4.74, Synergy_Bliss=5.61, Synergy_Loewe=-5.42, Synergy_HSA=-4.52. (3) Drug 1: CNC(=O)C1=CC=CC=C1SC2=CC3=C(C=C2)C(=NN3)C=CC4=CC=CC=N4. Drug 2: CC12CCC(CC1=CCC3C2CCC4(C3CC=C4C5=CN=CC=C5)C)O. Cell line: SW-620. Synergy scores: CSS=5.51, Synergy_ZIP=-0.871, Synergy_Bliss=4.52, Synergy_Loewe=0.689, Synergy_HSA=1.67. (4) Drug 1: CCCS(=O)(=O)NC1=C(C(=C(C=C1)F)C(=O)C2=CNC3=C2C=C(C=N3)C4=CC=C(C=C4)Cl)F. Drug 2: CC1C(C(=O)NC(C(=O)N2CCCC2C(=O)N(CC(=O)N(C(C(=O)O1)C(C)C)C)C)C(C)C)NC(=O)C3=C4C(=C(C=C3)C)OC5=C(C(=O)C(=C(C5=N4)C(=O)NC6C(OC(=O)C(N(C(=O)CN(C(=O)C7CCCN7C(=O)C(NC6=O)C(C)C)C)C)C(C)C)C)N)C. Cell line: SF-539. Synergy scores: CSS=41.6, Synergy_ZIP=17.4, Synergy_Bliss=20.4, Synergy_Loewe=21.4, Synergy_HSA=20.7.